From a dataset of Forward reaction prediction with 1.9M reactions from USPTO patents (1976-2016). Predict the product of the given reaction. (1) The product is: [Br:1][C:2]1[CH:3]=[C:4]2[C:9](=[CH:10][CH:11]=1)[C:8](=[O:12])[NH:7][C:6](=[O:13])/[C:5]/2=[CH:14]\[NH:30][C:27]1[CH:26]=[CH:25][C:24]([O:23][CH:20]2[CH2:21][CH2:22][N:18]([CH3:17])[CH2:19]2)=[CH:29][CH:28]=1.[C:31]([OH:37])([C:33]([F:36])([F:35])[F:34])=[O:32]. Given the reactants [Br:1][C:2]1[CH:3]=[C:4]2[C:9](=[CH:10][CH:11]=1)[C:8](=[O:12])[NH:7][C:6](=[O:13])/[C:5]/2=[CH:14]/OC.[CH3:17][N:18]1[CH2:22][CH2:21][CH:20]([O:23][C:24]2[CH:29]=[CH:28][C:27]([NH2:30])=[CH:26][CH:25]=2)[CH2:19]1.[C:31]([OH:37])([C:33]([F:36])([F:35])[F:34])=[O:32].C(N(CC)CC)C, predict the reaction product. (2) Given the reactants [Cl:1][C:2]1[CH:24]=[CH:23][C:5]([CH2:6][NH:7][C:8]([C:10]2[C:11](=[O:22])[C:12]3[S:19][C:18]([CH2:20]Cl)=[CH:17][C:13]=3[N:14]([CH3:16])[CH:15]=2)=[O:9])=[CH:4][CH:3]=1.[CH3:25][NH:26][CH:27]([CH2:30][C:31]1[CH:36]=[CH:35][CH:34]=[CH:33][CH:32]=1)[CH2:28][OH:29].C(N(C(C)C)CC)(C)C, predict the reaction product. The product is: [CH2:30]([CH:27]([N:26]([CH2:20][C:18]1[S:19][C:12]2[C:11](=[O:22])[C:10]([C:8]([NH:7][CH2:6][C:5]3[CH:23]=[CH:24][C:2]([Cl:1])=[CH:3][CH:4]=3)=[O:9])=[CH:15][N:14]([CH3:16])[C:13]=2[CH:17]=1)[CH3:25])[CH2:28][OH:29])[C:31]1[CH:36]=[CH:35][CH:34]=[CH:33][CH:32]=1.